From a dataset of Full USPTO retrosynthesis dataset with 1.9M reactions from patents (1976-2016). Predict the reactants needed to synthesize the given product. (1) The reactants are: Cl[C:2]([O:4][CH3:5])=[O:3].[Cl:6][C:7]1[C:15]2[N:14]=[C:13]3[N:16]([C:20]4[C:25]([Cl:26])=[CH:24][C:23]([Cl:27])=[CH:22][C:21]=4[Cl:28])[CH2:17][CH2:18][CH2:19][N:12]3[C:11]=2[C:10]([CH:29]([NH2:32])[CH2:30][CH3:31])=[CH:9][CH:8]=1.C(N(CC)CC)C. Given the product [Cl:6][C:7]1[C:15]2[N:14]=[C:13]3[N:16]([C:20]4[C:25]([Cl:26])=[CH:24][C:23]([Cl:27])=[CH:22][C:21]=4[Cl:28])[CH2:17][CH2:18][CH2:19][N:12]3[C:11]=2[C:10]([CH:29]([NH:32][C:2](=[O:3])[O:4][CH3:5])[CH2:30][CH3:31])=[CH:9][CH:8]=1, predict the reactants needed to synthesize it. (2) Given the product [CH2:1]([O:4][C:5](=[O:35])[C@@H:6]([NH:7][C:8]([O:10][C:11]([CH3:14])([CH3:13])[CH3:12])=[O:9])[CH2:15][C:16]1[CH:21]=[CH:20][C:19]([O:22][C:23]([NH:36][CH2:37][CH2:38][C@H:39]([NH:43][C:44]([O:46][C:47]([CH3:50])([CH3:49])[CH3:48])=[O:45])[C:40]([OH:42])=[O:41])=[O:24])=[CH:18][CH:17]=1)[CH:2]=[CH2:3], predict the reactants needed to synthesize it. The reactants are: [CH2:1]([O:4][C:5](=[O:35])[C@H:6]([CH2:15][C:16]1[CH:21]=[CH:20][C:19]([O:22][C:23](OC2C=CC([N+]([O-])=O)=CC=2)=[O:24])=[CH:18][CH:17]=1)[NH:7][C:8]([O:10][C:11]([CH3:14])([CH3:13])[CH3:12])=[O:9])[CH:2]=[CH2:3].[NH2:36][CH2:37][CH2:38][C@H:39]([NH:43][C:44]([O:46][C:47]([CH3:50])([CH3:49])[CH3:48])=[O:45])[C:40]([OH:42])=[O:41].C(N(CC)C(C)C)(C)C. (3) The reactants are: [CH3:1][NH:2][C:3]1[C:4]([CH3:19])=[N:5][C:6]([C:9]2[CH:14]=[CH:13][C:12]([C:15]([F:18])([F:17])[F:16])=[CH:11][CH:10]=2)=[CH:7][CH:8]=1.C(OC(=O)NC1C(C)=NC(C2C=CC(C(F)(F)F)=CC=2)=CC=1)(C)(C)C.[C:45]([O:49][C:50](=[O:65])[C:51]([O:54][C:55]1[CH:60]=[CH:59][C:58]([CH2:61][C:62]([OH:64])=O)=[CH:57][CH:56]=1)([CH3:53])[CH3:52])([CH3:48])([CH3:47])[CH3:46]. Given the product [C:45]([O:49][C:50](=[O:65])[C:51]([CH3:52])([O:54][C:55]1[CH:56]=[CH:57][C:58]([CH2:61][C:62](=[O:64])[N:2]([CH3:1])[C:3]2[C:4]([CH3:19])=[N:5][C:6]([C:9]3[CH:10]=[CH:11][C:12]([C:15]([F:18])([F:16])[F:17])=[CH:13][CH:14]=3)=[CH:7][CH:8]=2)=[CH:59][CH:60]=1)[CH3:53])([CH3:46])([CH3:47])[CH3:48], predict the reactants needed to synthesize it. (4) Given the product [Br:14][C:15]1[CH:20]=[CH:19][C:18]([S:21]([N:11]2[CH2:12][CH2:13][CH:8]([N:5]3[CH2:6][CH2:7][CH:2]([CH3:1])[CH2:3][CH2:4]3)[CH2:9][CH2:10]2)(=[O:23])=[O:22])=[C:17]([CH2:25][CH3:26])[CH:16]=1, predict the reactants needed to synthesize it. The reactants are: [CH3:1][CH:2]1[CH2:7][CH2:6][N:5]([CH:8]2[CH2:13][CH2:12][NH:11][CH2:10][CH2:9]2)[CH2:4][CH2:3]1.[Br:14][C:15]1[CH:20]=[CH:19][C:18]([S:21](Cl)(=[O:23])=[O:22])=[C:17]([CH2:25][CH3:26])[CH:16]=1. (5) Given the product [CH3:1][O:2][CH2:3][C@@H:4]([O:6][C:7]1[CH:8]=[C:9]([C:24]2[NH:28][N:27]=[C:26]([O:29][CH2:30][C:31]([N:34]3[CH2:39][CH2:38][O:37][CH2:36][CH2:35]3)=[O:32])[CH:25]=2)[CH:10]=[C:11]([O:13][C:14]2[CH:15]=[CH:16][C:17]([S:20]([CH3:23])(=[O:21])=[O:22])=[CH:18][CH:19]=2)[CH:12]=1)[CH3:5], predict the reactants needed to synthesize it. The reactants are: [CH3:1][O:2][CH2:3][C@@H:4]([O:6][C:7]1[CH:8]=[C:9]([C:24]2[NH:28][N:27]=[C:26]([O:29][CH2:30][C:31](O)=[O:32])[CH:25]=2)[CH:10]=[C:11]([O:13][C:14]2[CH:19]=[CH:18][C:17]([S:20]([CH3:23])(=[O:22])=[O:21])=[CH:16][CH:15]=2)[CH:12]=1)[CH3:5].[NH:34]1[CH2:39][CH2:38][O:37][CH2:36][CH2:35]1.Cl.CN(C)CCCN=C=NCC.ON1C2C=CC=CC=2N=N1. (6) Given the product [F:31][C:2]([F:1])([F:30])[C:3]1[CH:4]=[C:5]([CH:27]=[CH:28][CH:29]=1)[CH2:6][O:7][N:8]=[C:9]1[CH2:10][CH2:11][N:12]([S:15]([C:18]2[CH:23]=[CH:22][C:21]([NH2:24])=[CH:20][CH:19]=2)(=[O:16])=[O:17])[CH2:13][CH2:14]1, predict the reactants needed to synthesize it. The reactants are: [F:1][C:2]([F:31])([F:30])[C:3]1[CH:4]=[C:5]([CH:27]=[CH:28][CH:29]=1)[CH2:6][O:7][N:8]=[C:9]1[CH2:14][CH2:13][N:12]([S:15]([C:18]2[CH:23]=[CH:22][C:21]([N+:24]([O-])=O)=[CH:20][CH:19]=2)(=[O:17])=[O:16])[CH2:11][CH2:10]1.[NH4+].[Cl-].O. (7) Given the product [CH:1]([C:4]1[CH:13]=[CH:12][C:7]2[N:8]([CH:15]([CH2:20][CH3:21])[C:16]([OH:18])=[O:17])[C:9](=[N:11][C:35](=[O:37])[C:34]3[CH:40]=[CH:41][C:24]([CH3:25])=[CH:23][CH:22]=3)[S:10][C:6]=2[CH:5]=1)([CH3:3])[CH3:2], predict the reactants needed to synthesize it. The reactants are: [CH:1]([C:4]1[CH:13]=[CH:12][C:7]2[N:8]=[C:9]([NH2:11])[S:10][C:6]=2[CH:5]=1)([CH3:3])[CH3:2].Br[CH:15]([CH2:20][CH3:21])[C:16]([O:18]C)=[O:17].[CH3:22][C:23]1C=CC2N=C(N)S[C:25]=2[CH:24]=1.Br[CH:34]([CH2:40][CH3:41])[C:35]([O:37]CC)=O. (8) Given the product [OH:10][C:9]1[CH:8]=[C:7]([CH3:11])[NH:6][C:5](=[O:12])[C:4]=1[C:1](=[O:3])[CH:2]=[CH:17][C:16]1[CH:19]=[CH:20][C:21]([O:22][C:23]([F:24])([F:25])[F:26])=[C:14]([Cl:13])[CH:15]=1, predict the reactants needed to synthesize it. The reactants are: [C:1]([C:4]1[C:5](=[O:12])[NH:6][C:7]([CH3:11])=[CH:8][C:9]=1[OH:10])(=[O:3])[CH3:2].[Cl:13][C:14]1[CH:15]=[C:16]([CH:19]=[CH:20][C:21]=1[O:22][C:23]([F:26])([F:25])[F:24])[CH:17]=O.N1CCCCC1. (9) Given the product [Br:1][C:2]1[CH:11]=[C:10]2[C:5]([N:6]=[CH:7][C:8]([O:12][CH3:13])=[N:9]2)=[CH:4][CH:3]=1, predict the reactants needed to synthesize it. The reactants are: [Br:1][C:2]1[CH:11]=[C:10]2[C:5]([N:6]=[CH:7][C:8](=[O:12])[NH:9]2)=[CH:4][CH:3]=1.[CH3:13][Si](C=[N+]=[N-])(C)C.C(N(CC)CC)C. (10) Given the product [C:24]([C:27]1[S:28][CH:29]=[C:30]([CH2:32][NH:33][C:20]([C:10]2[N:11]=[N:12][C:13]([O:14][CH2:15][C:16]([F:17])([F:19])[F:18])=[C:8]([C:5]3[CH:4]=[CH:3][C:2]([Cl:1])=[CH:7][CH:6]=3)[CH:9]=2)=[O:21])[N:31]=1)([CH3:26])([CH3:23])[CH3:25], predict the reactants needed to synthesize it. The reactants are: [Cl:1][C:2]1[CH:7]=[CH:6][C:5]([C:8]2[CH:9]=[C:10]([C:20](O)=[O:21])[N:11]=[N:12][C:13]=2[O:14][CH2:15][C:16]([F:19])([F:18])[F:17])=[CH:4][CH:3]=1.[CH3:23][C:24]([C:27]1[S:28][CH:29]=[C:30]([CH2:32][NH2:33])[N:31]=1)([CH3:26])[CH3:25].